This data is from Full USPTO retrosynthesis dataset with 1.9M reactions from patents (1976-2016). The task is: Predict the reactants needed to synthesize the given product. (1) Given the product [CH:1]1[CH:6]=[CH:5][C:4]([C:10]([OH:12])=[O:11])=[C:3]([C:13]2[C:14]3[CH:19]=[CH:18][C:17]([OH:20])=[CH:16][C:15]=3[O:21][C:22]3[C:23]=2[CH:24]=[CH:25][C:26]([CH:27]=3)=[O:28])[CH:2]=1, predict the reactants needed to synthesize it. The reactants are: [CH:1]1[C:6](N=C=S)=[CH:5][C:4]2[C:10]([O:12][C:13]3([C:23]4[CH:24]=[CH:25][C:26]([OH:28])=[CH:27][C:22]=4[O:21][C:15]4[CH:16]=[C:17]([OH:20])[CH:18]=[CH:19][C:14]3=4)[C:3]=2[CH:2]=1)=[O:11].CCN(C(C)C)C(C)C. (2) The reactants are: C([NH:4][C:5]1[N:10]=[C:9]([CH2:11][CH2:12][C:13]2[CH:18]=[CH:17][C:16]([NH:19][C:20]([C:22]3[C:23]([C:29]4[CH:34]=[CH:33][C:32]([C:35]([F:38])([F:37])[F:36])=[CH:31][CH:30]=4)=[CH:24][C:25]([CH3:28])=[CH:26][CH:27]=3)=[O:21])=[CH:15][CH:14]=2)[CH:8]=[CH:7][CH:6]=1)(=O)C.Cl. Given the product [NH2:4][C:5]1[N:10]=[C:9]([CH2:11][CH2:12][C:13]2[CH:18]=[CH:17][C:16]([NH:19][C:20]([C:22]3[C:23]([C:29]4[CH:30]=[CH:31][C:32]([C:35]([F:38])([F:36])[F:37])=[CH:33][CH:34]=4)=[CH:24][C:25]([CH3:28])=[CH:26][CH:27]=3)=[O:21])=[CH:15][CH:14]=2)[CH:8]=[CH:7][CH:6]=1, predict the reactants needed to synthesize it. (3) The reactants are: Br[CH2:2][CH:3]1[O:8][C:7]2[CH:9]=[CH:10][CH:11]=[CH:12][C:6]=2[O:5][CH2:4]1.[NH:13]1[CH2:23][CH2:22][CH2:21][CH:15]([C:16]([O:18][CH2:19][CH3:20])=[O:17])[CH2:14]1.CCN(C(C)C)C(C)C.O. Given the product [CH2:19]([O:18][C:16]([CH:15]1[CH2:21][CH2:22][CH2:23][N:13]([CH2:2][CH:3]2[O:8][C:7]3[CH:9]=[CH:10][CH:11]=[CH:12][C:6]=3[O:5][CH2:4]2)[CH2:14]1)=[O:17])[CH3:20], predict the reactants needed to synthesize it. (4) Given the product [NH2:19][C:14]1[N:13]=[CH:12][C:11]2[C:16](=[CH:17][CH:18]=[C:9]([C:59]3[CH:60]=[CH:61][C:62]([O:78][CH3:79])=[C:63]([CH:77]=3)[C:64]([NH:66][C:67]3[CH:72]=[CH:71][CH:70]=[C:69]([C:73]([F:76])([F:75])[F:74])[CH:68]=3)=[O:65])[CH:10]=2)[N:15]=1, predict the reactants needed to synthesize it. The reactants are: CC1(C)C(C)(C)OB([C:9]2[CH:10]=[C:11]3[C:16](=[CH:17][CH:18]=2)[N:15]=[C:14]([NH2:19])[N:13]=[CH:12]3)O1.C1(P(C2CCCCC2)C2C=CC=CC=2C2C(OC)=CC=CC=2OC)CCCCC1.[O-]P([O-])([O-])=O.[K+].[K+].[K+].Cl[C:59]1[CH:60]=[CH:61][C:62]([O:78][CH3:79])=[C:63]([CH:77]=1)[C:64]([NH:66][C:67]1[CH:72]=[CH:71][CH:70]=[C:69]([C:73]([F:76])([F:75])[F:74])[CH:68]=1)=[O:65]. (5) Given the product [Si:1]([O:8][C@@H:9]([C:25]1[CH:30]=[CH:29][CH:28]=[CH:27][C:26]=1[C:31]1[CH:36]=[CH:35][C:34]([Cl:37])=[CH:33][CH:32]=1)[CH:10]1[CH2:15][CH2:14][N:13]([C:16]2[CH:24]=[CH:23][C:19]([C:20]([NH:84][S:81]([C:78]3[CH:79]=[CH:80][C:75]([NH:74][C@H:65]([CH2:64][CH2:63][N:61]4[CH2:60][CH2:59][O:58][C@H:57]([CH2:56][O:55][Si:38]([C:51]([CH3:52])([CH3:53])[CH3:54])([C:45]5[CH:46]=[CH:47][CH:48]=[CH:49][CH:50]=5)[C:39]5[CH:44]=[CH:43][CH:42]=[CH:41][CH:40]=5)[CH2:62]4)[CH2:66][S:67][C:68]4[CH:73]=[CH:72][CH:71]=[CH:70][CH:69]=4)=[C:76]([S:85]([C:88]([F:89])([F:90])[F:91])(=[O:86])=[O:87])[CH:77]=3)(=[O:83])=[O:82])=[O:21])=[CH:18][CH:17]=2)[CH2:12][CH2:11]1)([C:4]([CH3:7])([CH3:6])[CH3:5])([CH3:3])[CH3:2], predict the reactants needed to synthesize it. The reactants are: [Si:1]([O:8][C@@H:9]([C:25]1[CH:30]=[CH:29][CH:28]=[CH:27][C:26]=1[C:31]1[CH:36]=[CH:35][C:34]([Cl:37])=[CH:33][CH:32]=1)[CH:10]1[CH2:15][CH2:14][N:13]([C:16]2[CH:24]=[CH:23][C:19]([C:20](O)=[O:21])=[CH:18][CH:17]=2)[CH2:12][CH2:11]1)([C:4]([CH3:7])([CH3:6])[CH3:5])([CH3:3])[CH3:2].[Si:38]([O:55][CH2:56][C@@H:57]1[CH2:62][N:61]([CH2:63][CH2:64][C@@H:65]([NH:74][C:75]2[CH:80]=[CH:79][C:78]([S:81]([NH2:84])(=[O:83])=[O:82])=[CH:77][C:76]=2[S:85]([C:88]([F:91])([F:90])[F:89])(=[O:87])=[O:86])[CH2:66][S:67][C:68]2[CH:73]=[CH:72][CH:71]=[CH:70][CH:69]=2)[CH2:60][CH2:59][O:58]1)([C:51]([CH3:54])([CH3:53])[CH3:52])([C:45]1[CH:50]=[CH:49][CH:48]=[CH:47][CH:46]=1)[C:39]1[CH:44]=[CH:43][CH:42]=[CH:41][CH:40]=1. (6) The reactants are: O[Li].O.C[O:5][C:6]([C:8]1[CH:9]=[CH:10][C:11]2[NH:12][C:13]3[C:18]([C:19]=2[CH:20]=1)=[CH:17][CH:16]=[CH:15][CH:14]=3)=[O:7].CO.C1COCC1. Given the product [CH:10]1[C:11]2[NH:12][C:13]3[C:18](=[CH:17][CH:16]=[CH:15][CH:14]=3)[C:19]=2[CH:20]=[C:8]([C:6]([OH:7])=[O:5])[CH:9]=1, predict the reactants needed to synthesize it. (7) Given the product [F:26][C:3]1[CH:4]=[C:5]([N:8]2[C:12](=[O:13])[CH2:11][C:10]3([CH2:18][CH2:17][N:16]([C:19]([O:21][C:22]([CH3:23])([CH3:25])[CH3:24])=[O:20])[CH2:15][CH2:14]3)[CH2:9]2)[CH:6]=[CH:7][C:2]=1[N:1]1[CH:27]=[N:39][N:38]=[N:37]1, predict the reactants needed to synthesize it. The reactants are: [NH2:1][C:2]1[CH:7]=[CH:6][C:5]([N:8]2[C:12](=[O:13])[CH2:11][C:10]3([CH2:18][CH2:17][N:16]([C:19]([O:21][C:22]([CH3:25])([CH3:24])[CH3:23])=[O:20])[CH2:15][CH2:14]3)[CH2:9]2)=[CH:4][C:3]=1[F:26].[CH:27](OCC)(OCC)OCC.[N-:37]=[N+:38]=[N-:39].[Na+].O. (8) Given the product [C:2]([C:6]1[N:10]([CH2:11][CH:12]2[CH2:17][CH2:16][O:15][CH2:14][CH2:13]2)[C:9]2[CH:18]=[CH:19][C:20]([N:22]([CH2:23][CH3:24])[S:36]([C:33]3[CH:32]=[CH:31][C:30]([NH:29][C:27]([NH:26][CH3:25])=[O:28])=[CH:35][CH:34]=3)(=[O:38])=[O:37])=[CH:21][C:8]=2[N:7]=1)([CH3:5])([CH3:3])[CH3:4], predict the reactants needed to synthesize it. The reactants are: Cl.[C:2]([C:6]1[N:10]([CH2:11][CH:12]2[CH2:17][CH2:16][O:15][CH2:14][CH2:13]2)[C:9]2[CH:18]=[CH:19][C:20]([NH:22][CH2:23][CH3:24])=[CH:21][C:8]=2[N:7]=1)([CH3:5])([CH3:4])[CH3:3].[CH3:25][NH:26][C:27]([NH:29][C:30]1[CH:35]=[CH:34][C:33]([S:36](Cl)(=[O:38])=[O:37])=[CH:32][CH:31]=1)=[O:28].CCOC(C)=O.CO. (9) Given the product [CH2:1]([C:5]12[CH2:18][CH2:19][C:20](=[O:23])[C:21]([CH3:22])=[C:6]1[C:7]1[C:12](=[C:11]([Cl:14])[C:10]([O:15][CH3:16])=[CH:9][CH:8]=1)[CH2:13]2)[CH2:2][CH2:3][CH3:4], predict the reactants needed to synthesize it. The reactants are: [CH2:1]([C:5]1([CH2:18][CH2:19][C:20](=[O:23])[CH2:21][CH3:22])[CH2:13][C:12]2[C:7](=[CH:8][CH:9]=[C:10]([O:15][CH3:16])[C:11]=2[Cl:14])[C:6]1=O)[CH2:2][CH2:3][CH3:4].